This data is from Forward reaction prediction with 1.9M reactions from USPTO patents (1976-2016). The task is: Predict the product of the given reaction. (1) Given the reactants [Cl:1][C:2]1[C:11]2[C:6](=[CH:7][C:8]([O:20][CH3:21])=[CH:9][C:10]=2[O:12][CH:13]2[CH2:18][CH2:17][N:16]([CH3:19])[CH2:15][CH2:14]2)[N:5]=[CH:4][N:3]=1.[F:22][C:23]1[CH:24]=[C:25]([CH:27]=[CH:28][C:29]=1[S:30][C:31]1[N:32]([CH3:36])[CH:33]=[CH:34][N:35]=1)[NH2:26], predict the reaction product. The product is: [ClH:1].[F:22][C:23]1[CH:24]=[C:25]([CH:27]=[CH:28][C:29]=1[S:30][C:31]1[N:32]([CH3:36])[CH:33]=[CH:34][N:35]=1)[NH:26][C:2]1[C:11]2[C:6](=[CH:7][C:8]([O:20][CH3:21])=[CH:9][C:10]=2[O:12][CH:13]2[CH2:18][CH2:17][N:16]([CH3:19])[CH2:15][CH2:14]2)[N:5]=[CH:4][N:3]=1. (2) Given the reactants Br[C:2]1[CH:7]=[CH:6][CH:5]=[CH:4][N:3]=1.C([Mg]Cl)(C)C.[F:13][C:14]1[CH:19]=[CH:18][C:17]([N:20]2[C:24]3[CH:25]=[C:26]4[C@:31]([CH:33]=[O:34])([CH2:32][C:23]=3[CH:22]=[N:21]2)[CH2:30][N:29]([S:35]([C:38]2[CH:43]=[CH:42][C:41]([C:44]([F:47])([F:46])[F:45])=[CH:40][CH:39]=2)(=[O:37])=[O:36])[CH2:28][CH2:27]4)=[CH:16][CH:15]=1.Cl, predict the reaction product. The product is: [F:13][C:14]1[CH:19]=[CH:18][C:17]([N:20]2[C:24]3[CH:25]=[C:26]4[C@:31]([CH:33]([C:2]5[CH:7]=[CH:6][CH:5]=[CH:4][N:3]=5)[OH:34])([CH2:32][C:23]=3[CH:22]=[N:21]2)[CH2:30][N:29]([S:35]([C:38]2[CH:39]=[CH:40][C:41]([C:44]([F:47])([F:45])[F:46])=[CH:42][CH:43]=2)(=[O:37])=[O:36])[CH2:28][CH2:27]4)=[CH:16][CH:15]=1. (3) The product is: [Cl:36][C:31]1[C:4]([O:3][CH2:1][CH3:2])=[CH:5][C:6]([CH2:7][N:8]2[CH2:13][CH2:12][CH:11]([NH:14][C:15]3[O:16][C:17]4[CH:23]=[CH:22][C:21]([O:24][CH2:25][CH2:26][CH2:27][OH:28])=[CH:20][C:18]=4[N:19]=3)[CH2:10][CH2:9]2)=[CH:29][C:30]=1[O:33][CH2:34][CH3:35]. Given the reactants [CH2:1]([O:3][C:4]1[CH:5]=[C:6]([CH:29]=[C:30]([O:33][CH2:34][CH3:35])[C:31]=1F)[CH2:7][N:8]1[CH2:13][CH2:12][CH:11]([NH:14][C:15]2[O:16][C:17]3[CH:23]=[CH:22][C:21]([O:24][CH2:25][CH2:26][CH2:27][OH:28])=[CH:20][C:18]=3[N:19]=2)[CH2:10][CH2:9]1)[CH3:2].[Cl:36]C1C(OCC)=CC(C=O)=CC=1OCC.C([BH3-])#N.[Na+].[Na+].C([BH3-])#N.C(N(C(C)C)C(C)C)C, predict the reaction product. (4) Given the reactants [CH2:1]([O:8][C:9]1[CH:10]=[C:11]([C:15]2[CH:24]=[CH:23][CH:22]=[C:21]3[C:16]=2[CH:17]=[CH:18][N:19]=[C:20]3[NH:25][C:26]2[CH:31]=[CH:30][CH:29]=[C:28]([N+:32]([O-])=O)[CH:27]=2)[CH:12]=[CH:13][CH:14]=1)[C:2]1[CH:7]=[CH:6][CH:5]=[CH:4][CH:3]=1, predict the reaction product. The product is: [NH2:32][C:28]1[CH:27]=[C:26]([NH:25][C:20]2[C:21]3[C:16](=[C:15]([C:11]4[CH:12]=[CH:13][CH:14]=[C:9]([O:8][CH2:1][C:2]5[CH:7]=[CH:6][CH:5]=[CH:4][CH:3]=5)[CH:10]=4)[CH:24]=[CH:23][CH:22]=3)[CH:17]=[CH:18][N:19]=2)[CH:31]=[CH:30][CH:29]=1. (5) Given the reactants [CH2:1]([C:8]1[S:12][C:11]([NH2:13])=[N:10][C:9]=1[C:14]1[CH:19]=[CH:18][CH:17]=[CH:16][CH:15]=1)[C:2]1[CH:7]=[CH:6][CH:5]=[CH:4][CH:3]=1.[CH3:20][O:21][C:22]1[C:23]([C:32](=[O:38])[CH2:33][CH2:34][C:35](O)=[O:36])=[CH:24][C:25]2[CH2:26][CH2:27][CH2:28][CH2:29][C:30]=2[CH:31]=1.C1C=CC2N(O)N=NC=2C=1.CCN=C=NCCCN(C)C, predict the reaction product. The product is: [CH2:1]([C:8]1[S:12][C:11]([NH:13][C:35](=[O:36])[CH2:34][CH2:33][C:32]([C:23]2[C:22]([O:21][CH3:20])=[CH:31][C:30]3[CH2:29][CH2:28][CH2:27][CH2:26][C:25]=3[CH:24]=2)=[O:38])=[N:10][C:9]=1[C:14]1[CH:19]=[CH:18][CH:17]=[CH:16][CH:15]=1)[C:2]1[CH:3]=[CH:4][CH:5]=[CH:6][CH:7]=1.